Dataset: NCI-60 drug combinations with 297,098 pairs across 59 cell lines. Task: Regression. Given two drug SMILES strings and cell line genomic features, predict the synergy score measuring deviation from expected non-interaction effect. (1) Drug 1: C1=NC(=NC(=O)N1C2C(C(C(O2)CO)O)O)N. Drug 2: CS(=O)(=O)OCCCCOS(=O)(=O)C. Cell line: RPMI-8226. Synergy scores: CSS=67.7, Synergy_ZIP=-0.867, Synergy_Bliss=1.11, Synergy_Loewe=-35.7, Synergy_HSA=3.49. (2) Cell line: M14. Drug 2: C(CCl)NC(=O)N(CCCl)N=O. Synergy scores: CSS=59.1, Synergy_ZIP=-3.12, Synergy_Bliss=-4.27, Synergy_Loewe=-35.9, Synergy_HSA=-1.62. Drug 1: C1C(C(OC1N2C=NC3=C(N=C(N=C32)Cl)N)CO)O. (3) Drug 1: CS(=O)(=O)CCNCC1=CC=C(O1)C2=CC3=C(C=C2)N=CN=C3NC4=CC(=C(C=C4)OCC5=CC(=CC=C5)F)Cl. Drug 2: C1CN(CCN1C(=O)CCBr)C(=O)CCBr. Cell line: K-562. Synergy scores: CSS=30.0, Synergy_ZIP=-2.95, Synergy_Bliss=-4.27, Synergy_Loewe=6.47, Synergy_HSA=1.62. (4) Drug 1: CC1C(C(=O)NC(C(=O)N2CCCC2C(=O)N(CC(=O)N(C(C(=O)O1)C(C)C)C)C)C(C)C)NC(=O)C3=C4C(=C(C=C3)C)OC5=C(C(=O)C(=C(C5=N4)C(=O)NC6C(OC(=O)C(N(C(=O)CN(C(=O)C7CCCN7C(=O)C(NC6=O)C(C)C)C)C)C(C)C)C)N)C. Drug 2: CC12CCC3C(C1CCC2OP(=O)(O)O)CCC4=C3C=CC(=C4)OC(=O)N(CCCl)CCCl.[Na+]. Cell line: EKVX. Synergy scores: CSS=23.4, Synergy_ZIP=2.34, Synergy_Bliss=10.4, Synergy_Loewe=-1.97, Synergy_HSA=9.19. (5) Drug 1: C1=CC(=CC=C1C#N)C(C2=CC=C(C=C2)C#N)N3C=NC=N3. Drug 2: CC12CCC3C(C1CCC2O)C(CC4=C3C=CC(=C4)O)CCCCCCCCCS(=O)CCCC(C(F)(F)F)(F)F. Cell line: U251. Synergy scores: CSS=-4.11, Synergy_ZIP=0.186, Synergy_Bliss=-3.08, Synergy_Loewe=-3.80, Synergy_HSA=-5.47. (6) Drug 1: CC1=CC=C(C=C1)C2=CC(=NN2C3=CC=C(C=C3)S(=O)(=O)N)C(F)(F)F. Drug 2: CC1=C(C=C(C=C1)NC(=O)C2=CC=C(C=C2)CN3CCN(CC3)C)NC4=NC=CC(=N4)C5=CN=CC=C5. Cell line: HCC-2998. Synergy scores: CSS=1.02, Synergy_ZIP=4.31, Synergy_Bliss=5.61, Synergy_Loewe=-4.68, Synergy_HSA=-1.41. (7) Drug 1: CNC(=O)C1=NC=CC(=C1)OC2=CC=C(C=C2)NC(=O)NC3=CC(=C(C=C3)Cl)C(F)(F)F. Drug 2: CC(C)(C#N)C1=CC(=CC(=C1)CN2C=NC=N2)C(C)(C)C#N. Cell line: T-47D. Synergy scores: CSS=-5.24, Synergy_ZIP=1.93, Synergy_Bliss=-0.654, Synergy_Loewe=-4.82, Synergy_HSA=-4.15. (8) Drug 1: COC1=NC(=NC2=C1N=CN2C3C(C(C(O3)CO)O)O)N. Drug 2: CCCCCOC(=O)NC1=NC(=O)N(C=C1F)C2C(C(C(O2)C)O)O. Cell line: A498. Synergy scores: CSS=2.11, Synergy_ZIP=-1.44, Synergy_Bliss=-2.22, Synergy_Loewe=-8.04, Synergy_HSA=-4.87.